Dataset: Forward reaction prediction with 1.9M reactions from USPTO patents (1976-2016). Task: Predict the product of the given reaction. (1) Given the reactants [NH2:1][C:2]1[CH:9]=[CH:8][C:5]([C:6]#[N:7])=[CH:4][CH:3]=1.[NH2:10][OH:11].O, predict the reaction product. The product is: [NH2:1][C:2]1[CH:9]=[CH:8][C:5]([C:6]([NH:10][OH:11])=[NH:7])=[CH:4][CH:3]=1. (2) Given the reactants [CH3:1][N:2]1[CH2:15][CH2:14][C:5]2[NH:6][C:7]3[CH:8]=[CH:9][C:10]([CH3:13])=[CH:11][C:12]=3[C:4]=2[CH2:3]1.[CH:16]([C:18]1[CH:19]=[CH:20][C:21](=[O:24])[NH:22][CH:23]=1)=[CH2:17].[OH-].[K+], predict the reaction product. The product is: [CH3:1][N:2]1[CH2:15][CH2:14][C:5]2[N:6]([CH2:17][CH2:16][C:18]3[CH:19]=[CH:20][C:21](=[O:24])[NH:22][CH:23]=3)[C:7]3[CH:8]=[CH:9][C:10]([CH3:13])=[CH:11][C:12]=3[C:4]=2[CH2:3]1. (3) Given the reactants [CH2:1]([O:3][C:4]([C:6]1[CH:11]=[CH:10][C:9]([C:12]2[CH:17]=[CH:16][C:15]([OH:18])=[CH:14][CH:13]=2)=[CH:8][CH:7]=1)=[O:5])[CH3:2].CC(C)([O-])C.[K+].[CH:25]([C:28]1[CH:33]=[CH:32][C:31]([CH:34]([N:36]2[CH2:39][CH:38](OS(C)(=O)=O)[CH2:37]2)C)=[CH:30][CH:29]=1)([CH3:27])[CH3:26], predict the reaction product. The product is: [CH2:1]([O:3][C:4]([C:6]1[CH:11]=[CH:10][C:9]([C:12]2[CH:13]=[CH:14][C:15]([O:18][CH:38]3[CH2:39][N:36]([CH2:34][C:31]4[CH:32]=[CH:33][C:28]([CH:25]([CH3:27])[CH3:26])=[CH:29][CH:30]=4)[CH2:37]3)=[CH:16][CH:17]=2)=[CH:8][CH:7]=1)=[O:5])[CH3:2].